From a dataset of Catalyst prediction with 721,799 reactions and 888 catalyst types from USPTO. Predict which catalyst facilitates the given reaction. (1) Reactant: [C:1]([C:3](=[C:15]([C:22]1[CH:27]=[CH:26][CH:25]=[CH:24][CH:23]=1)[C:16]1[CH:21]=[CH:20][CH:19]=[CH:18][CH:17]=1)[C:4]([O:6][CH2:7][CH:8]([CH2:13][CH3:14])[CH2:9][CH2:10][CH2:11][CH3:12])=[O:5])#[N:2].O.[3H][3H]. Product: [C:1]([CH:3]([CH:15]([C:16]1[CH:17]=[CH:18][CH:19]=[CH:20][CH:21]=1)[C:22]1[CH:27]=[CH:26][CH:25]=[CH:24][CH:23]=1)[C:4]([O:6][CH2:7][CH:8]([CH2:13][CH3:14])[CH2:9][CH2:10][CH2:11][CH3:12])=[O:5])#[N:2]. The catalyst class is: 312. (2) Reactant: C1(P(C2C=CC=CC=2)C2C=CC=CC=2)C=CC=CC=1.[C:20]([Cl:24])(Cl)(Cl)Cl.[Si:25]([O:32][C:33]1[C:41]2[O:40][C:39](CO)=[CH:38][C:37]=2[CH:36]=[CH:35][CH:34]=1)([C:28]([CH3:31])([CH3:30])[CH3:29])([CH3:27])[CH3:26]. Product: [C:28]([Si:25]([CH3:27])([CH3:26])[O:32][C:33]1[C:41]2[O:40][C:39]([CH2:20][Cl:24])=[CH:38][C:37]=2[CH:36]=[CH:35][CH:34]=1)([CH3:31])([CH3:30])[CH3:29]. The catalyst class is: 2. (3) Reactant: Cl[C:2]1[N:3]=[C:4]([N:13]2[CH2:18][CH2:17][N:16]([C:19](=[O:27])[CH2:20][C:21]3[CH:26]=[CH:25][CH:24]=[CH:23][CH:22]=3)[CH2:15][CH2:14]2)[C:5]2[CH:10]=[C:9]([CH2:11][CH3:12])[S:8][C:6]=2[N:7]=1.[CH2:28]([SH:31])[CH:29]=[CH2:30]. Product: [CH2:28]([S:31][C:2]1[N:3]=[C:4]([N:13]2[CH2:18][CH2:17][N:16]([C:19](=[O:27])[CH2:20][C:21]3[CH:26]=[CH:25][CH:24]=[CH:23][CH:22]=3)[CH2:15][CH2:14]2)[C:5]2[CH:10]=[C:9]([CH2:11][CH3:12])[S:8][C:6]=2[N:7]=1)[CH:29]=[CH2:30]. The catalyst class is: 3. (4) Reactant: [Br:1][C:2]1[C:3]([OH:11])=[C:4]([CH:7]=[C:8]([Br:10])[CH:9]=1)[CH:5]=O.[CH3:12][O:13][C:14]1[CH:19]=[CH:18][C:17]([CH2:20][C:21](O)=[O:22])=[CH:16][CH:15]=1.C(N(CC)CC)C.[OH-].[Na+]. Product: [Br:10][C:8]1[CH:7]=[C:4]2[C:3](=[C:2]([Br:1])[CH:9]=1)[O:11][C:21](=[O:22])[C:20]([C:17]1[CH:18]=[CH:19][C:14]([O:13][CH3:12])=[CH:15][CH:16]=1)=[CH:5]2. The catalyst class is: 152. (5) Reactant: [C:1]([O:5][C:6]([N:8]1[CH2:13][CH2:12][C:11](=[O:14])[CH2:10][CH2:9]1)=[O:7])([CH3:4])([CH3:3])[CH3:2].[BH4-].[Na+]. Product: [C:1]([O:5][C:6]([N:8]1[CH2:13][CH2:12][CH:11]([OH:14])[CH2:10][CH2:9]1)=[O:7])([CH3:4])([CH3:2])[CH3:3]. The catalyst class is: 8.